Dataset: Catalyst prediction with 721,799 reactions and 888 catalyst types from USPTO. Task: Predict which catalyst facilitates the given reaction. (1) Reactant: [Br:1][C:2]1[CH:7]=[CH:6][CH:5]=[CH:4][C:3]=1[CH2:8][N:9]1[C:14](=[O:15])[C:13]([C:16]([NH:18][CH2:19][C:20]([O:22]CC)=[O:21])=[O:17])=[C:12]([OH:25])[C:11]([C:26](OC)=[O:27])=[C:10]1[OH:30].[CH2:31]([NH2:35])[CH:32]([CH3:34])[CH3:33].Cl. Product: [Br:1][C:2]1[CH:7]=[CH:6][CH:5]=[CH:4][C:3]=1[CH2:8][N:9]1[C:10]([OH:30])=[C:11]([C:26]([NH:35][CH2:31][CH:32]([CH3:34])[CH3:33])=[O:27])[C:12]([OH:25])=[C:13]([C:16]([NH:18][CH2:19][C:20]([OH:22])=[O:21])=[O:17])[C:14]1=[O:15]. The catalyst class is: 22. (2) Reactant: [I:1][C:2]1[CH:10]=[CH:9][C:8]([S:11]([CH3:14])(=[O:13])=[O:12])=[CH:7][C:3]=1[C:4]([OH:6])=[O:5].[CH:15]1N=CN(C(N2C=NC=C2)=O)C=1.CO. Product: [CH3:15][O:5][C:4](=[O:6])[C:3]1[CH:7]=[C:8]([S:11]([CH3:14])(=[O:13])=[O:12])[CH:9]=[CH:10][C:2]=1[I:1]. The catalyst class is: 1. (3) Reactant: [CH3:1][N:2]([C:10]1[CH:15]=[C:14]([NH:16][CH3:17])[C:13]([N+:18]([O-])=O)=[CH:12][N:11]=1)[C:3](=[O:9])[O:4][C:5]([CH3:8])([CH3:7])[CH3:6]. Product: [NH2:18][C:13]1[C:14]([NH:16][CH3:17])=[CH:15][C:10]([N:2]([CH3:1])[C:3](=[O:9])[O:4][C:5]([CH3:6])([CH3:7])[CH3:8])=[N:11][CH:12]=1. The catalyst class is: 256. (4) Reactant: [CH3:1][C:2]1[CH:6]=[CH:5][N:4]([C:7]2[CH:8]=[C:9]([CH:11]=[C:12]([C:14]([F:17])([F:16])[F:15])[CH:13]=2)[NH2:10])[N:3]=1.[CH2:18]([O:20][C:21]1[CH:22]=[C:23]([C:37]2[CH:42]=[CH:41][C:40]([CH2:43][C:44](O)=[O:45])=[C:39]([F:47])[CH:38]=2)[CH:24]=[N:25][C:26]=1[O:27][CH2:28][C:29]1[CH:34]=[CH:33][C:32]([O:35][CH3:36])=[CH:31][CH:30]=1)[CH3:19].C(P1(=O)OP(CCC)(=O)OP(CCC)(=O)O1)CC.O. Product: [CH2:18]([O:20][C:21]1[CH:22]=[C:23]([C:37]2[CH:42]=[CH:41][C:40]([CH2:43][C:44]([NH:10][C:9]3[CH:11]=[C:12]([C:14]([F:15])([F:17])[F:16])[CH:13]=[C:7]([N:4]4[CH:5]=[CH:6][C:2]([CH3:1])=[N:3]4)[CH:8]=3)=[O:45])=[C:39]([F:47])[CH:38]=2)[CH:24]=[N:25][C:26]=1[O:27][CH2:28][C:29]1[CH:30]=[CH:31][C:32]([O:35][CH3:36])=[CH:33][CH:34]=1)[CH3:19]. The catalyst class is: 17. (5) Reactant: [Cl:1][C:2]1[CH:3]=[C:4]([C:9]2[N:13]=[C:12]([CH:14]3[CH2:16][CH2:15]3)[O:11][N:10]=2)[CH:5]=[CH:6][C:7]=1[CH3:8].[Br:17]N1C(=O)CCC1=O.N(C(C)(C)C#N)=NC(C)(C)C#N. Product: [Br:17][CH2:8][C:7]1[CH:6]=[CH:5][C:4]([C:9]2[N:13]=[C:12]([CH:14]3[CH2:15][CH2:16]3)[O:11][N:10]=2)=[CH:3][C:2]=1[Cl:1]. The catalyst class is: 53.